This data is from NCI-60 drug combinations with 297,098 pairs across 59 cell lines. The task is: Regression. Given two drug SMILES strings and cell line genomic features, predict the synergy score measuring deviation from expected non-interaction effect. Drug 1: C1C(C(OC1N2C=NC3=C(N=C(N=C32)Cl)N)CO)O. Drug 2: C1=NC2=C(N1)C(=S)N=CN2. Cell line: SW-620. Synergy scores: CSS=35.5, Synergy_ZIP=-7.37, Synergy_Bliss=-3.22, Synergy_Loewe=-4.02, Synergy_HSA=0.785.